Predict the reaction yield, written as a fraction of the theoretical maximum amount of product (1.0 means a 100% yield; for example, 0.34 means a 34% yield). From a dataset of Reaction yield outcomes from USPTO patents with 853,638 reactions. (1) The catalyst is CN(C=O)C.O. The reactants are [CH3:1][O:2][C:3]1[C:7]2[C:8](=[O:25])[N:9]([CH2:16][C:17](=[O:24])[C:18]3[CH:23]=[CH:22][CH:21]=[CH:20][CH:19]=3)[C:10]3[CH:11]=[CH:12][CH:13]=[CH:14][C:15]=3[C:6]=2[N:5]([CH3:26])[C:4]=1[C:27]([NH:29][CH:30]1[CH2:35][CH2:34][NH:33][CH2:32][CH2:31]1)=[O:28].C(=O)([O-])[O-].[K+].[K+].C(N(CC)CC)C.Br[C:50]1[CH:55]=[CH:54][N:53]=[C:52]([C:56]([F:59])([F:58])[F:57])[CH:51]=1. The yield is 0.350. The product is [CH3:1][O:2][C:3]1[C:7]2[C:8](=[O:25])[N:9]([CH2:16][C:17](=[O:24])[C:18]3[CH:23]=[CH:22][CH:21]=[CH:20][CH:19]=3)[C:10]3[CH:11]=[CH:12][CH:13]=[CH:14][C:15]=3[C:6]=2[N:5]([CH3:26])[C:4]=1[C:27]([NH:29][CH:30]1[CH2:31][CH2:32][N:33]([C:50]2[CH:55]=[CH:54][N:53]=[C:52]([C:56]([F:59])([F:58])[F:57])[CH:51]=2)[CH2:34][CH2:35]1)=[O:28]. (2) The reactants are [F:1][C:2]1[CH:7]=[C:6](F)[C:5]([F:9])=[CH:4][C:3]=1[N+:10]([O-:12])=[O:11].[CH2:13]([OH:20])[C:14]1[CH:19]=[CH:18][CH:17]=[CH:16][CH:15]=1.C(=O)([O-])[O-].[K+].[K+].O. The product is [F:9][C:5]1[CH:4]=[C:3]([N+:10]([O-:12])=[O:11])[C:2]([F:1])=[CH:7][C:6]=1[O:20][CH2:13][C:14]1[CH:19]=[CH:18][CH:17]=[CH:16][CH:15]=1. The yield is 0.920. The catalyst is CN(C=O)C. (3) The reactants are [CH:1]1N=C[N:3]([C:6]([N:8]2C=N[CH:10]=[CH:9]2)=[O:7])[CH:2]=1.[C:13]([C:17]1[CH:18]=[CH:19][C:20]([C:24]2[CH:28]=[C:27]([CH3:29])[NH:26][C:25]=2[CH3:30])=C(C=1)N)([CH3:16])([CH3:15])[CH3:14].[CH3:31][NH:32][C:33]([C:35]1[CH:40]=[C:39]([O:41][C:42]2[CH:48]=CC(N)=[CH:44][CH:43]=2)[CH:38]=[CH:37][N:36]=1)=[O:34]. The catalyst is C(Cl)Cl.CCOC(C)=O. The product is [C:13]([C:17]1[CH:18]=[CH:19][C:20]([C:24]2[CH:28]=[C:27]([CH3:29])[NH:26][C:25]=2[CH3:30])=[C:9]([NH:8][C:6]([NH:3][C:2]2[CH:1]=[CH:48][C:42]([O:41][C:39]3[CH:38]=[CH:37][N:36]=[C:35]([C:33](=[O:34])[NH:32][CH3:31])[CH:40]=3)=[CH:43][CH:44]=2)=[O:7])[CH:10]=1)([CH3:14])([CH3:15])[CH3:16]. The yield is 0.240. (4) The reactants are [Br:1][C:2]1[C:7]2[S:8][CH:9]=[CH:10][C:6]=2[C:5]([Cl:11])=[C:4]([C:12]([C:14]2[CH:19]=[CH:18][C:17]([O:20][CH2:21][CH3:22])=[CH:16][CH:15]=2)=O)[CH:3]=1.[SiH](CC)(CC)CC.B(F)(F)F.CCOCC. The catalyst is C(Cl)Cl.CC#N. The product is [Br:1][C:2]1[C:7]2[S:8][CH:9]=[CH:10][C:6]=2[C:5]([Cl:11])=[C:4]([CH2:12][C:14]2[CH:19]=[CH:18][C:17]([O:20][CH2:21][CH3:22])=[CH:16][CH:15]=2)[CH:3]=1. The yield is 0.840.